This data is from Reaction yield outcomes from USPTO patents with 853,638 reactions. The task is: Predict the reaction yield, written as a fraction of the theoretical maximum amount of product (1.0 means a 100% yield; for example, 0.34 means a 34% yield). The reactants are [CH3:1][O:2][C:3]1[CH:4]=[C:5]2[C:10](=[CH:11][C:12]=1[O:13][CH3:14])[N:9]=[CH:8][CH:7]=[C:6]2[O:15][C:16]1[CH:22]=[CH:21][C:19]([NH2:20])=[C:18]([CH3:23])[C:17]=1[CH3:24].C1(C)C=CC=CC=1.C(N(CC)CC)C.Cl[C:40](Cl)([O:42]C(=O)OC(Cl)(Cl)Cl)Cl.[F:51][C:52]1[CH:53]=[C:54]([CH:58]=[CH:59][CH:60]=1)[CH:55]([OH:57])[CH3:56]. The catalyst is C(Cl)Cl. The product is [CH3:1][O:2][C:3]1[CH:4]=[C:5]2[C:10](=[CH:11][C:12]=1[O:13][CH3:14])[N:9]=[CH:8][CH:7]=[C:6]2[O:15][C:16]1[CH:22]=[CH:21][C:19]([NH:20][C:40](=[O:42])[O:57][CH:55]([C:54]2[CH:58]=[CH:59][CH:60]=[C:52]([F:51])[CH:53]=2)[CH3:56])=[C:18]([CH3:23])[C:17]=1[CH3:24]. The yield is 0.640.